This data is from Forward reaction prediction with 1.9M reactions from USPTO patents (1976-2016). The task is: Predict the product of the given reaction. (1) Given the reactants [OH:1][C:2]1[C:7]([C:8]2[S:9][CH:10]=[CH:11][CH:12]=2)=[N:6][N:5]([CH2:13][C:14]2([C:17]([F:20])([F:19])[F:18])[CH2:16][CH2:15]2)[C:4](=[O:21])[C:3]=1[C:22]1[NH:27][C:26]2[CH:28]=[CH:29][C:30](I)=[CH:31][C:25]=2[S:24](=[O:34])(=[O:33])[N:23]=1.[O-]P(OP(OP([O-])([O-])=O)([O-])=O)(=O)[O-].[K+].[K+].[K+].[K+].[K+].N(CC(O)=O)C.[CH3:59][NH:60][S:61]([CH3:64])(=[O:63])=[O:62], predict the reaction product. The product is: [OH:1][C:2]1[C:7]([C:8]2[S:9][CH:10]=[CH:11][CH:12]=2)=[N:6][N:5]([CH2:13][C:14]2([C:17]([F:20])([F:19])[F:18])[CH2:16][CH2:15]2)[C:4](=[O:21])[C:3]=1[C:22]1[NH:27][C:26]2[CH:28]=[CH:29][C:30]([N:60]([CH3:59])[S:61]([CH3:64])(=[O:63])=[O:62])=[CH:31][C:25]=2[S:24](=[O:34])(=[O:33])[N:23]=1. (2) Given the reactants C[O:2][C:3](=[O:28])[C:4]1[CH:9]=[CH:8][C:7]([C:10]2[C:15]([C:16]#[C:17][C:18]3[CH:19]=[N:20][C:21]([NH2:24])=[CH:22][CH:23]=3)=[C:14]([CH3:25])[N:13]=[C:12]([NH2:26])[N:11]=2)=[CH:6][C:5]=1[F:27], predict the reaction product. The product is: [NH2:26][C:12]1[N:11]=[C:10]([C:7]2[CH:8]=[CH:9][C:4]([C:3]([OH:28])=[O:2])=[C:5]([F:27])[CH:6]=2)[C:15]([C:16]#[C:17][C:18]2[CH:19]=[N:20][C:21]([NH2:24])=[CH:22][CH:23]=2)=[C:14]([CH3:25])[N:13]=1. (3) Given the reactants Br[C:2]1[N:3]([C:8]2[CH:13]=[C:12]([O:14][CH3:15])[CH:11]=[C:10]([O:16][CH3:17])[C:9]=2[N+:18]([O-:20])=[O:19])[CH:4]=[C:5]([CH3:7])[N:6]=1.[CH3:21][C:22]1[CH:27]=[CH:26][N:25]=[CH:24][C:23]=1B(O)O.C([O-])([O-])=O.[K+].[K+].O1CCOCC1, predict the reaction product. The product is: [CH3:17][O:16][C:10]1[C:9]([N+:18]([O-:20])=[O:19])=[C:8]([N:3]2[CH:4]=[C:5]([CH3:7])[N:6]=[C:2]2[C:23]2[CH:24]=[N:25][CH:26]=[CH:27][C:22]=2[CH3:21])[CH:13]=[C:12]([O:14][CH3:15])[CH:11]=1. (4) Given the reactants [Cl:1][C:2]1[CH:3]=[C:4]([CH:24]=[CH:25][CH:26]=1)[C:5]([N:7]=[C:8]1[N:12]([CH:13]([CH2:18][OH:19])[C:14]([O:16]C)=[O:15])[C:11]2[CH:20]=[CH:21][CH:22]=[CH:23][C:10]=2[S:9]1)=[O:6].[OH-].[Na+], predict the reaction product. The product is: [Cl:1][C:2]1[CH:3]=[C:4]([CH:24]=[CH:25][CH:26]=1)[C:5]([N:7]=[C:8]1[N:12]([CH:13]([CH2:18][OH:19])[C:14]([OH:16])=[O:15])[C:11]2[CH:20]=[CH:21][CH:22]=[CH:23][C:10]=2[S:9]1)=[O:6]. (5) Given the reactants [Cl:1][CH2:2][CH:3]([OH:6])[CH2:4][OH:5].[CH3:7][N:8]([CH3:13])[CH2:9][CH2:10][CH2:11][CH3:12].[OH-].[Na+].CN(C)C, predict the reaction product. The product is: [Cl-:1].[OH:6][CH:3]([CH2:4][OH:5])[CH2:2][N+:8]([CH2:9][CH2:10][CH2:11][CH3:12])([CH3:13])[CH3:7]. (6) Given the reactants [Li+].[OH-].[CH2:3]([O:10][CH2:11][CH2:12][N:13]([C:23]([O:25][C:26]([CH3:29])([CH3:28])[CH3:27])=[O:24])[C@@H:14]([C:19]([CH3:22])([CH3:21])[CH3:20])[C:15]([O:17]C)=[O:16])[C:4]1[CH:9]=[CH:8][CH:7]=[CH:6][CH:5]=1, predict the reaction product. The product is: [CH2:3]([O:10][CH2:11][CH2:12][N:13]([C:23]([O:25][C:26]([CH3:29])([CH3:28])[CH3:27])=[O:24])[C@@H:14]([C:19]([CH3:22])([CH3:20])[CH3:21])[C:15]([OH:17])=[O:16])[C:4]1[CH:5]=[CH:6][CH:7]=[CH:8][CH:9]=1. (7) Given the reactants [NH2:1][C:2]1[CH:7]=[CH:6][C:5]([OH:8])=[CH:4][C:3]=1[N+:9]([O-:11])=[O:10].Br[CH2:13][CH2:14][CH:15]([CH3:17])[CH3:16].O[Li].O, predict the reaction product. The product is: [CH3:16][CH:15]([CH3:17])[CH2:14][CH2:13][O:8][C:5]1[CH:6]=[CH:7][C:2]([NH2:1])=[C:3]([N+:9]([O-:11])=[O:10])[CH:4]=1. (8) Given the reactants [CH3:1][C:2]([CH3:34])([CH3:33])[C:3]#[C:4][C:5]1[S:9][C:8]([C:10]([OH:12])=[O:11])=[C:7]([N:13]([C@H:23]2[CH2:27][CH2:26][N:25]([CH2:28][CH2:29][O:30]C)[C:24]2=[O:32])[C:14]([C@H:16]2[CH2:21][CH2:20][C@H:19]([CH3:22])[CH2:18][CH2:17]2)=[O:15])[CH:6]=1.B(Br)(Br)Br, predict the reaction product. The product is: [CH3:33][C:2]([CH3:1])([CH3:34])[C:3]#[C:4][C:5]1[S:9][C:8]([C:10]([OH:12])=[O:11])=[C:7]([N:13]([C@H:23]2[CH2:27][CH2:26][N:25]([CH2:28][CH2:29][OH:30])[C:24]2=[O:32])[C:14]([C@H:16]2[CH2:21][CH2:20][C@H:19]([CH3:22])[CH2:18][CH2:17]2)=[O:15])[CH:6]=1.